Dataset: Catalyst prediction with 721,799 reactions and 888 catalyst types from USPTO. Task: Predict which catalyst facilitates the given reaction. Reactant: Cl[C:2]1[N:7]=[CH:6][C:5]([CH2:8][C:9]([O:11][CH2:12][CH3:13])=[O:10])=[CH:4][CH:3]=1.[CH3:14][S-:15].[Na+]. Product: [CH3:14][S:15][C:2]1[N:7]=[CH:6][C:5]([CH2:8][C:9]([O:11][CH2:12][CH3:13])=[O:10])=[CH:4][CH:3]=1. The catalyst class is: 42.